This data is from Full USPTO retrosynthesis dataset with 1.9M reactions from patents (1976-2016). The task is: Predict the reactants needed to synthesize the given product. (1) Given the product [Cl:1][C:2]1[CH:7]=[C:6]([OH:8])[C:5]([I:21])=[CH:4][C:3]=1[C:9]1[CH:14]=[CH:13][C:12]([F:15])=[CH:11][CH:10]=1, predict the reactants needed to synthesize it. The reactants are: [Cl:1][C:2]1[CH:7]=[C:6]([OH:8])[CH:5]=[CH:4][C:3]=1[C:9]1[CH:14]=[CH:13][C:12]([F:15])=[CH:11][CH:10]=1.S(=O)(=O)(O)O.[I:21]N1C(=O)CCC1=O. (2) Given the product [CH2:1]([C@@H:8]1[N:14]([C:15]([N:17]2[CH2:18][CH2:19][O:20][CH2:21][CH2:22]2)=[O:16])[CH2:13][C:12]2[CH:23]=[CH:24][C:25]([C:27]([NH:31][OH:32])=[O:28])=[CH:26][C:11]=2[O:33][CH2:9]1)[C:2]1[CH:7]=[CH:6][CH:5]=[CH:4][CH:3]=1, predict the reactants needed to synthesize it. The reactants are: [CH2:1]([C@@H:8]1[N:14]([C:15]([N:17]2[CH2:22][CH2:21][O:20][CH2:19][CH2:18]2)=[O:16])[CH2:13][C:12]2[CH:23]=[CH:24][C:25]([C:27](OC)=[O:28])=[CH:26][C:11]=2O[CH2:9]1)[C:2]1[CH:7]=[CH:6][CH:5]=[CH:4][CH:3]=1.[NH2:31][OH:32].[OH-:33].[Na+]. (3) The reactants are: [CH3:1][C:2]1[CH:3]=[C:4]([CH:8]=[CH:9][C:10]=1[C:11]([N:13]1[CH2:17][CH2:16][CH2:15][CH2:14]1)=[O:12])[C:5]([OH:7])=O.CN(C(ON1N=NC2C=CC=CC1=2)=[N+](C)C)C.[B-](F)(F)(F)F.C(N(C(C)C)CC)(C)C.[Cl:49][C:50]1[CH:61]=[CH:60][C:53]2[N:54]=[C:55]([C@@H:57]([NH2:59])[CH3:58])[NH:56][C:52]=2[CH:51]=1.ClCl. Given the product [Cl:49][C:50]1[CH:61]=[CH:60][C:53]2[NH:54][C:55]([C@@H:57]([NH:59][C:5](=[O:7])[C:4]3[CH:8]=[CH:9][C:10]([C:11]([N:13]4[CH2:17][CH2:16][CH2:15][CH2:14]4)=[O:12])=[C:2]([CH3:1])[CH:3]=3)[CH3:58])=[N:56][C:52]=2[CH:51]=1, predict the reactants needed to synthesize it. (4) Given the product [NH2:1][C:2]1[CH:7]=[CH:6][CH:5]=[CH:4][C:3]=1[CH:8]1[N:13]2[N:14]=[C:15]([C:19]3[CH:24]=[CH:23][C:22]([O:25][CH2:26][C:27]4[CH:32]=[CH:31][CH:30]=[CH:29][CH:28]=4)=[CH:21][CH:20]=3)[C:16]([C:17]([NH2:18])=[O:37])=[C:12]2[NH:11][CH2:10][CH2:9]1, predict the reactants needed to synthesize it. The reactants are: [NH2:1][C:2]1[CH:7]=[CH:6][CH:5]=[CH:4][C:3]=1[CH:8]1[N:13]2[N:14]=[C:15]([C:19]3[CH:24]=[CH:23][C:22]([O:25][CH2:26][C:27]4[CH:32]=[CH:31][CH:30]=[CH:29][CH:28]=4)=[CH:21][CH:20]=3)[C:16]([C:17]#[N:18])=[C:12]2[NH:11][CH2:10][CH2:9]1.ClCCC(NC1C=C(C2N3N=C(C4C=CC(OC5C=CC=CC=5)=CC=4)C(C(N)=O)=C3NCC2)C=CC=1)=[O:37]. (5) Given the product [C:3]([NH:7][C:8]1[N:13]=[C:12]([C:14]#[C:15][C:17]2[CH:22]=[CH:21][C:20]([F:23])=[CH:19][CH:18]=2)[CH:11]=[CH:10][N:9]=1)([CH3:6])([CH3:5])[CH3:4], predict the reactants needed to synthesize it. The reactants are: N#N.[C:3]([NH:7][C:8]1[N:13]=[C:12]([C:14]#[CH:15])[CH:11]=[CH:10][N:9]=1)([CH3:6])([CH3:5])[CH3:4].I[C:17]1[CH:22]=[CH:21][C:20]([F:23])=[CH:19][CH:18]=1.